From a dataset of Catalyst prediction with 721,799 reactions and 888 catalyst types from USPTO. Predict which catalyst facilitates the given reaction. (1) Reactant: [F:1][C:2]([F:13])([F:12])[C:3]1[CH:8]=[CH:7][C:6]([N:9]=[C:10]=S)=[CH:5][CH:4]=1.[CH3:14][NH:15][C:16]1[CH:30]=[CH:29][C:19]([O:20][C:21]2[CH:26]=[CH:25][N:24]=[C:23]([C:27]#[N:28])[CH:22]=2)=[CH:18][C:17]=1[NH2:31].CCN(C(C)C)C(C)C.[Cl-].ClC1N(C)CC[NH+]1C. Product: [CH3:14][N:15]1[C:16]2[CH:30]=[CH:29][C:19]([O:20][C:21]3[CH:26]=[CH:25][N:24]=[C:23]([C:27]#[N:28])[CH:22]=3)=[CH:18][C:17]=2[N:31]=[C:10]1[NH:9][C:6]1[CH:7]=[CH:8][C:3]([C:2]([F:13])([F:12])[F:1])=[CH:4][CH:5]=1. The catalyst class is: 144. (2) Reactant: [C:1]([C:4]1[CH:12]=[CH:11][C:7]([C:8](O)=[O:9])=[CH:6][CH:5]=1)(=[O:3])[CH3:2].C(Cl)(=O)C([Cl:16])=O.ClCCl. Product: [C:1]([C:4]1[CH:12]=[CH:11][C:7]([C:8]([Cl:16])=[O:9])=[CH:6][CH:5]=1)(=[O:3])[CH3:2]. The catalyst class is: 9. (3) Reactant: [C:1]([C:3]1[N:8]=[CH:7][C:6]([NH:9][C:10]([N:12]2[CH2:17][CH2:16][CH:15]([O:18][C:19]3[CH:24]=[CH:23][C:22]([O:25][CH2:26][C:27]4[CH:32]=[CH:31][CH:30]=[C:29]([F:33])[CH:28]=4)=[CH:21][CH:20]=3)[CH2:14][CH2:13]2)=[O:11])=[CH:5][CH:4]=1)#[N:2].C(=O)([O-])[O-:35].[K+].[K+].OO.O. Product: [F:33][C:29]1[CH:28]=[C:27]([CH:32]=[CH:31][CH:30]=1)[CH2:26][O:25][C:22]1[CH:23]=[CH:24][C:19]([O:18][CH:15]2[CH2:16][CH2:17][N:12]([C:10]([NH:9][C:6]3[CH:5]=[CH:4][C:3]([C:1]([NH2:2])=[O:35])=[N:8][CH:7]=3)=[O:11])[CH2:13][CH2:14]2)=[CH:20][CH:21]=1. The catalyst class is: 16. (4) Reactant: Cl[C:2]1[N:7]=[C:6]([NH:8][CH2:9][C:10]([O:12][CH3:13])=[O:11])[C:5]([N+:14]([O-:16])=[O:15])=[CH:4][CH:3]=1.[CH3:17][N:18]1[CH:22]=[CH:21][C:20](B2OC(C)(C)C(C)(C)O2)=[N:19]1.C(=O)([O-])[O-].[Cs+].[Cs+].COCCOC. Product: [CH3:17][N:18]1[CH:22]=[CH:21][C:20]([C:2]2[N:7]=[C:6]([NH:8][CH2:9][C:10]([O:12][CH3:13])=[O:11])[C:5]([N+:14]([O-:16])=[O:15])=[CH:4][CH:3]=2)=[N:19]1. The catalyst class is: 263. (5) Reactant: [C:1]([C:3]1[CH:4]=[C:5]([CH2:9][N:10]2[C:15]([OH:16])=[C:14]([C:17]([NH:19][CH2:20][C:21]([O:23]CC)=[O:22])=[O:18])[C:13](=[O:26])[N:12]([CH2:27][C:28]3[CH:33]=[CH:32][CH:31]=[CH:30][CH:29]=3)[C:11]2=[O:34])[CH:6]=[CH:7][CH:8]=1)#[N:2].[OH-].[Na+]. Product: [C:1]([C:3]1[CH:4]=[C:5]([CH2:9][N:10]2[C:15]([OH:16])=[C:14]([C:17]([NH:19][CH2:20][C:21]([OH:23])=[O:22])=[O:18])[C:13](=[O:26])[N:12]([CH2:27][C:28]3[CH:29]=[CH:30][CH:31]=[CH:32][CH:33]=3)[C:11]2=[O:34])[CH:6]=[CH:7][CH:8]=1)#[N:2]. The catalyst class is: 5. (6) Reactant: [CH3:1][O:2][CH2:3][CH2:4][CH2:5][C:6]1[C:16]2[O:15][CH2:14][CH2:13][N:12](C(OC(C)(C)C)=O)[CH2:11][C:10]=2[CH:9]=[CH:8][CH:7]=1.C(OCC)(=O)C.[ClH:30]. The catalyst class is: 13. Product: [ClH:30].[CH3:1][O:2][CH2:3][CH2:4][CH2:5][C:6]1[C:16]2[O:15][CH2:14][CH2:13][NH:12][CH2:11][C:10]=2[CH:9]=[CH:8][CH:7]=1. (7) Reactant: C(Cl)(=O)C(Cl)=O.CS(C)=O.[CH3:11][O:12][C:13]1[N:14]=[N:15][C:16]([CH2:21][OH:22])=[CH:17][C:18]=1[O:19][CH3:20].C(N(CC)CC)C. Product: [CH3:20][O:19][C:18]1[CH:17]=[C:16]([CH:21]=[O:22])[N:15]=[N:14][C:13]=1[O:12][CH3:11]. The catalyst class is: 46. (8) Reactant: [C:1]1([N:7]2[C:12](=[O:13])[C:11]3[S:14][CH:15]=[C:16]([C:17]4[CH:22]=[CH:21][CH:20]=[CH:19][CH:18]=4)[C:10]=3[N:9]=[CH:8]2)[CH:6]=[CH:5][CH:4]=[CH:3][CH:2]=1.N[C:24]1[C:28]([C:29]2C3C(=CC=CC=3)C=CC=2)=CS[C:25]=1C(OC)=O.C(OCC)(OCC)OCC.[Cl:53]C1C=CC(N)=CC=1. Product: [Cl:53][C:4]1[CH:5]=[CH:6][C:1]([N:7]2[C:12](=[O:13])[C:11]3[S:14][CH:15]=[C:16]([C:17]4[C:18]5[C:19](=[CH:25][CH:24]=[CH:28][CH:29]=5)[CH:20]=[CH:21][CH:22]=4)[C:10]=3[N:9]=[CH:8]2)=[CH:2][CH:3]=1. The catalyst class is: 15. (9) Reactant: [Cl:1][C:2]1[CH:10]=[C:9]([N+:11]([O-:13])=[O:12])[CH:8]=[CH:7][C:3]=1[C:4]([OH:6])=O.C([N:16]([CH2:19][CH3:20])[CH2:17][CH3:18])C.F[P-](F)(F)(F)(F)F.N1(OC(N(C)C)=[N+](C)C)[C:32]2N=CC=C[C:31]=2N=N1. Product: [Cl:1][C:2]1[CH:10]=[C:9]([N+:11]([O-:13])=[O:12])[CH:8]=[CH:7][C:3]=1[C:4]([N:16]1[CH2:17][CH2:18][CH2:32][CH2:31][CH2:20][CH2:19]1)=[O:6]. The catalyst class is: 2.